Dataset: Forward reaction prediction with 1.9M reactions from USPTO patents (1976-2016). Task: Predict the product of the given reaction. (1) Given the reactants [F:1][C:2]1[CH:3]=[C:4]([CH2:10][OH:11])[CH:5]=[C:6]([F:9])[C:7]=1[F:8].[H-].[Na+].Cl[C:15]1[CH:27]=[C:19]2[N:20]([CH2:25][CH3:26])[C@@H:21]([CH3:24])[CH2:22][CH2:23][N:18]2[C:17](=[O:28])[N:16]=1, predict the reaction product. The product is: [CH2:25]([N:20]1[C@@H:21]([CH3:24])[CH2:22][CH2:23][N:18]2[C:17](=[O:28])[N:16]=[C:15]([O:11][CH2:10][C:4]3[CH:3]=[C:2]([F:1])[C:7]([F:8])=[C:6]([F:9])[CH:5]=3)[CH:27]=[C:19]12)[CH3:26]. (2) The product is: [C:1]([C:5]1[N:6]=[C:7]([N:16]2[CH2:20][CH2:19][C:18]([F:21])([F:22])[CH2:17]2)[C:8]2[N:13]=[N:12][N:11]([CH2:14][C:15]3[C:46]([Cl:53])=[CH:47][CH:48]=[C:49]([F:52])[C:50]=3[Cl:51])[C:9]=2[N:10]=1)([CH3:2])([CH3:3])[CH3:4]. Given the reactants [C:1]([C:5]1[N:6]=[C:7]([N:16]2[CH2:20][CH2:19][C:18]([F:22])([F:21])[CH2:17]2)[C:8]2[N:13]=[N:12][N:11]([CH2:14][CH3:15])[C:9]=2[N:10]=1)([CH3:4])([CH3:3])[CH3:2].C(C1N=C(N2CCC(F)(F)C2)C2N=NNC=2N=1)(C)(C)C.BrCC1[C:50]([Cl:51])=[C:49]([F:52])[CH:48]=[CH:47][C:46]=1[Cl:53], predict the reaction product. (3) Given the reactants [CH3:1][C:2]1([CH3:20])[O:7][CH2:6][CH:5]([O:8][N:9]2C(=O)C3C(=CC=CC=3)C2=O)[CH2:4][O:3]1.CNN, predict the reaction product. The product is: [CH3:1][C:2]1([CH3:20])[O:7][CH2:6][CH:5]([O:8][NH2:9])[CH2:4][O:3]1. (4) Given the reactants [N:1]1[C:10]2[C:5](=[CH:6][C:7](/[CH:11]=[C:12]3/[CH:13]=[N:14][CH:15]([NH:17][C:18]4[C:23]([Cl:24])=[CH:22][C:21]([Cl:25])=[CH:20][C:19]=4[Cl:26])[S:16]/3)=[CH:8][CH:9]=2)[N:4]=[CH:3][CH:2]=1.[Na].N1C2C(=CC(C=[O:39])=CC=2)N=CC=1.N1CCCCC1.Cl, predict the reaction product. The product is: [N:1]1[C:10]2[C:5](=[CH:6][C:7](/[CH:11]=[C:12]3/[C:13](=[O:39])[N:14]=[C:15]([NH:17][C:18]4[C:19]([Cl:26])=[CH:20][C:21]([Cl:25])=[CH:22][C:23]=4[Cl:24])[S:16]/3)=[CH:8][CH:9]=2)[N:4]=[CH:3][CH:2]=1. (5) Given the reactants [C:1]([C:3]1[CH:4]=[C:5]([CH:38]=[CH:39][CH:40]=1)[CH2:6][N:7]([CH:17]1[CH2:22][CH2:21][N:20]([CH:23]([CH3:37])[CH2:24][CH2:25][NH:26][C:27]([C:29]2[C:30]([CH3:36])=[N:31][CH:32]=[N:33][C:34]=2[CH3:35])=[O:28])[CH2:19][CH2:18]1)[C:8]1[CH:16]=[CH:15][C:11]([C:12](O)=[O:13])=[CH:10][CH:9]=1)#[N:2].[NH:41]1[CH2:46][CH2:45][O:44][CH2:43][CH2:42]1, predict the reaction product. The product is: [C:1]([C:3]1[CH:4]=[C:5]([CH:38]=[CH:39][CH:40]=1)[CH2:6][N:7]([C:8]1[CH:16]=[CH:15][C:11]([C:12]([N:41]2[CH2:46][CH2:45][O:44][CH2:43][CH2:42]2)=[O:13])=[CH:10][CH:9]=1)[CH:17]1[CH2:22][CH2:21][N:20]([CH:23]([CH3:37])[CH2:24][CH2:25][NH:26][C:27]([C:29]2[C:34]([CH3:35])=[N:33][CH:32]=[N:31][C:30]=2[CH3:36])=[O:28])[CH2:19][CH2:18]1)#[N:2]. (6) Given the reactants [OH-].[Na+].[CH3:3][O:4][C:5](=[O:27])[CH2:6][CH:7]1[C:11](O)([C:12]2[CH:17]=[CH:16][CH:15]=[CH:14][CH:13]=2)[N:10]([C:19]2[N:20]=[N:21][C:22]([Cl:25])=[CH:23][CH:24]=2)[N:9]=[C:8]1[CH3:26], predict the reaction product. The product is: [CH3:3][O:4][C:5](=[O:27])[CH2:6][C:7]1[C:8]([CH3:26])=[N:9][N:10]([C:19]2[N:20]=[N:21][C:22]([Cl:25])=[CH:23][CH:24]=2)[C:11]=1[C:12]1[CH:13]=[CH:14][CH:15]=[CH:16][CH:17]=1. (7) Given the reactants I[CH3:2].[N:3]1([C:9]2[CH:14]=[C:13]([CH2:15][N:16]3[CH:21]=[C:20]([C:22]4[O:26][N:25]=[C:24]([C:27]5[CH:32]=[CH:31][C:30]([S:33][C:34]([F:37])([F:36])[F:35])=[CH:29][CH:28]=5)[N:23]=4)[CH:19]=[CH:18][C:17]3=[O:38])[CH:12]=[CH:11][N:10]=2)[CH2:8][CH2:7][NH:6][CH2:5][CH2:4]1, predict the reaction product. The product is: [CH3:2][N:6]1[CH2:5][CH2:4][N:3]([C:9]2[CH:14]=[C:13]([CH2:15][N:16]3[CH:21]=[C:20]([C:22]4[O:26][N:25]=[C:24]([C:27]5[CH:32]=[CH:31][C:30]([S:33][C:34]([F:36])([F:37])[F:35])=[CH:29][CH:28]=5)[N:23]=4)[CH:19]=[CH:18][C:17]3=[O:38])[CH:12]=[CH:11][N:10]=2)[CH2:8][CH2:7]1.